Predict the reaction yield, written as a fraction of the theoretical maximum amount of product (1.0 means a 100% yield; for example, 0.34 means a 34% yield). From a dataset of Reaction yield outcomes from USPTO patents with 853,638 reactions. The reactants are [CH3:1][N:2]([CH3:15])[S:3]([CH2:6][CH2:7][C:8]1[CH:13]=[CH:12][C:11]([NH2:14])=[CH:10][CH:9]=1)(=[O:5])=[O:4].C1C(=O)N([Br:23])C(=O)C1. The catalyst is C(Cl)Cl. The product is [CH3:15][N:2]([CH3:1])[S:3]([CH2:6][CH2:7][C:8]1[CH:9]=[CH:10][C:11]([NH2:14])=[C:12]([Br:23])[CH:13]=1)(=[O:4])=[O:5]. The yield is 0.960.